This data is from Full USPTO retrosynthesis dataset with 1.9M reactions from patents (1976-2016). The task is: Predict the reactants needed to synthesize the given product. (1) Given the product [CH3:9][S:10]([C:13]1[CH:14]=[CH:15][C:16]([CH:19]2[CH2:2][CH:20]2[C:21]([O:23][CH2:24][CH3:25])=[O:22])=[CH:17][CH:18]=1)(=[O:11])=[O:12], predict the reactants needed to synthesize it. The reactants are: [I-].[CH3:2][S+](C)(C)=O.[H-].[Na+].[CH3:9][S:10]([C:13]1[CH:18]=[CH:17][C:16]([CH:19]=[CH:20][C:21]([O:23][CH2:24][CH3:25])=[O:22])=[CH:15][CH:14]=1)(=[O:12])=[O:11]. (2) The reactants are: [CH:1]1([C:6]2([CH2:14][CH2:15][C:16]3[CH:25]=[CH:24][C:19]([C:20]([O:22]C)=[O:21])=[C:18]([F:26])[CH:17]=3)[CH2:11][C:10](=[O:12])[CH2:9][C:8](=[O:13])[O:7]2)[CH2:5][CH2:4][CH2:3][CH2:2]1.[OH-].[Na+]. Given the product [CH:1]1([C:6]2([CH2:14][CH2:15][C:16]3[CH:25]=[CH:24][C:19]([C:20]([OH:22])=[O:21])=[C:18]([F:26])[CH:17]=3)[CH2:11][C:10](=[O:12])[CH2:9][C:8](=[O:13])[O:7]2)[CH2:5][CH2:4][CH2:3][CH2:2]1, predict the reactants needed to synthesize it. (3) Given the product [CH3:14][C:15]1[N:16]=[CH:17][N:18]([CH2:20][CH2:21][CH2:22][N:23]2[C:6](=[O:8])[C:5]3[C:4](=[CH:13][CH:12]=[CH:11][CH:10]=3)[NH:1][C:2]2=[S:3])[CH:19]=1, predict the reactants needed to synthesize it. The reactants are: [N:1]([C:4]1[CH:13]=[CH:12][CH:11]=[CH:10][C:5]=1[C:6]([O:8]C)=O)=[C:2]=[S:3].[CH3:14][C:15]1[N:16]=[CH:17][N:18]([CH2:20][CH2:21][CH2:22][NH2:23])[CH:19]=1.